From a dataset of Reaction yield outcomes from USPTO patents with 853,638 reactions. Predict the reaction yield, written as a fraction of the theoretical maximum amount of product (1.0 means a 100% yield; for example, 0.34 means a 34% yield). The reactants are [CH:1]1([C:5]2[C:14]([I:15])=[CH:13][C:8]([C:9]([O:11]C)=[O:10])=[C:7]([CH2:16][CH3:17])[CH:6]=2)[CH2:4][CH2:3][CH2:2]1.[OH-].[Na+]. The catalyst is CO.O. The product is [CH:1]1([C:5]2[C:14]([I:15])=[CH:13][C:8]([C:9]([OH:11])=[O:10])=[C:7]([CH2:16][CH3:17])[CH:6]=2)[CH2:2][CH2:3][CH2:4]1. The yield is 0.910.